This data is from Forward reaction prediction with 1.9M reactions from USPTO patents (1976-2016). The task is: Predict the product of the given reaction. (1) Given the reactants [CH3:1][O:2][CH2:3][CH2:4][O:5][C:6]1[CH:11]=[CH:10][N:9]2[C:12]([C:15]([NH:17][C:18]3[CH:26]=[CH:25][CH:24]=[C:23]4[C:19]=3[CH:20]=[N:21][N:22]4[CH2:27][C:28]3[CH:29]=[C:30]([CH:35]=[CH:36][CH:37]=3)[C:31](OC)=[O:32])=[O:16])=[CH:13][N:14]=[C:8]2[CH:7]=1.[CH3:38][NH2:39], predict the reaction product. The product is: [CH3:1][O:2][CH2:3][CH2:4][O:5][C:6]1[CH:11]=[CH:10][N:9]2[C:12]([C:15]([NH:17][C:18]3[CH:26]=[CH:25][CH:24]=[C:23]4[C:19]=3[CH:20]=[N:21][N:22]4[CH2:27][C:28]3[CH:37]=[CH:36][CH:35]=[C:30]([C:31](=[O:32])[NH:39][CH3:38])[CH:29]=3)=[O:16])=[CH:13][N:14]=[C:8]2[CH:7]=1. (2) Given the reactants [Si:1]([O:8][CH2:9][C:10]1[N:15]=[C:14]([NH:16][C:17]2[S:18][CH:19]=[CH:20][N:21]=2)[CH:13]=[CH:12][CH:11]=1)([C:4]([CH3:7])([CH3:6])[CH3:5])([CH3:3])[CH3:2].[Cl:22]N1C(=O)CCC1=O, predict the reaction product. The product is: [Si:1]([O:8][CH2:9][C:10]1[N:15]=[C:14]([NH:16][C:17]2[S:18][C:19]([Cl:22])=[CH:20][N:21]=2)[CH:13]=[CH:12][CH:11]=1)([C:4]([CH3:7])([CH3:5])[CH3:6])([CH3:2])[CH3:3]. (3) Given the reactants C(OC([N:6]=[S:7]([CH3:35])([C:9]1[CH:14]=[CH:13][CH:12]=[C:11]([CH2:15][O:16][C:17]2[CH:26]=[C:25]3[C:20]([C:21]([NH:27][C:28]4[S:29][CH:30]=[N:31][N:32]=4)=[N:22][CH:23]=[N:24]3)=[CH:19][C:18]=2[O:33][CH3:34])[CH:10]=1)=[O:8])=O)C.[O-]CC.[Na+].CCCCCC.ClCCl.CO, predict the reaction product. The product is: [CH3:34][O:33][C:18]1[CH:19]=[C:20]2[C:25](=[CH:26][C:17]=1[O:16][CH2:15][C:11]1[CH:10]=[C:9]([S:7]([CH3:35])(=[NH:6])=[O:8])[CH:14]=[CH:13][CH:12]=1)[N:24]=[CH:23][N:22]=[C:21]2[NH:27][C:28]1[S:29][CH:30]=[N:31][N:32]=1. (4) Given the reactants Br[C:2]1[CH:7]=[CH:6][CH:5]=[CH:4][C:3]=1[CH:8]([F:10])[F:9].[Li]CCCC.C(O[B:20]1[O:24][C:23]([CH3:26])([CH3:25])[C:22]([CH3:28])([CH3:27])[O:21]1)(C)C.O, predict the reaction product. The product is: [F:9][CH:8]([F:10])[C:3]1[CH:4]=[CH:5][CH:6]=[CH:7][C:2]=1[B:20]1[O:24][C:23]([CH3:26])([CH3:25])[C:22]([CH3:28])([CH3:27])[O:21]1. (5) The product is: [Br:3][C:4]1[C:12]([CH:13]([CH3:15])[CH3:14])=[CH:11][CH:10]=[C:9]2[C:5]=1[CH:6]=[N:7][N:8]2[S:16]([C:19]1[CH:25]=[CH:24][C:22]([CH3:23])=[CH:21][CH:20]=1)(=[O:18])=[O:17]. Given the reactants [H-].[Na+].[Br:3][C:4]1[C:12]([CH:13]([CH3:15])[CH3:14])=[CH:11][CH:10]=[C:9]2[C:5]=1[CH:6]=[N:7][NH:8]2.[S:16](Cl)([C:19]1[CH:25]=[CH:24][C:22]([CH3:23])=[CH:21][CH:20]=1)(=[O:18])=[O:17].[NH4+].[Cl-], predict the reaction product. (6) Given the reactants [CH3:1][C:2]([C:4]1[CH:9]=[CH:8][C:7](F)=[CH:6][C:5]=1[F:11])=[O:3].C([O-])([O-])=O.[K+].[K+].[Cl:18][C:19]1[CH:24]=[CH:23][CH:22]=[CH:21][C:20]=1[OH:25], predict the reaction product. The product is: [Cl:18][C:19]1[CH:24]=[CH:23][CH:22]=[CH:21][C:20]=1[O:25][C:7]1[CH:8]=[CH:9][C:4]([C:2](=[O:3])[CH3:1])=[C:5]([F:11])[CH:6]=1. (7) Given the reactants [OH:1][C:2]1[CH:3]=[C:4]([C:8]2([C:16]3[CH:17]=[C:18]([C:22]4[CH:27]=[CH:26][CH:25]=[C:24]([O:28][CH3:29])[CH:23]=4)[CH:19]=[CH:20][CH:21]=3)[NH:12][C:11](=[S:13])[N:10]([CH3:14])[C:9]2=[O:15])[CH:5]=[CH:6][CH:7]=1.[CH3:30][CH:31]([S:33](Cl)(=[O:35])=[O:34])[CH3:32], predict the reaction product. The product is: [CH3:30][CH:31]([S:33]([O:1][C:2]1[CH:7]=[CH:6][CH:5]=[C:4]([C:8]2([C:16]3[CH:17]=[C:18]([C:22]4[CH:27]=[CH:26][CH:25]=[C:24]([O:28][CH3:29])[CH:23]=4)[CH:19]=[CH:20][CH:21]=3)[C:9](=[O:15])[N:10]([CH3:14])[C:11](=[S:13])[NH:12]2)[CH:3]=1)(=[O:35])=[O:34])[CH3:32]. (8) Given the reactants [Cl:1][C:2]1[CH:7]=[C:6]([Cl:8])[CH:5]=[CH:4][C:3]=1[OH:9].F[C:11]1[CH:16]=[CH:15][C:14]([F:17])=[CH:13][C:12]=1[N+:18]([O-:20])=[O:19].[Cl:21][C:22]1[CH:36]=[C:35]([Cl:37])[CH:34]=[CH:33][C:23]=1[O:24][C:25]1[CH:31]=[CH:30][C:29]([F:32])=[CH:28][C:26]=1[NH2:27].[NH2:38][C:39]1[S:40][CH:41]=[CH:42][N:43]=1, predict the reaction product. The product is: [Cl:1][C:2]1[CH:7]=[C:6]([Cl:8])[CH:5]=[CH:4][C:3]=1[O:9][C:11]1[CH:16]=[CH:15][C:14]([F:17])=[CH:13][C:12]=1[N+:18]([O-:20])=[O:19].[Cl:21][C:22]1[CH:36]=[C:35]([Cl:37])[CH:34]=[CH:33][C:23]=1[O:24][C:25]1[CH:31]=[CH:30][C:29]([F:32])=[CH:28][C:26]=1[NH:27][C:3]([NH:38][C:39]1[S:40][CH:41]=[CH:42][N:43]=1)=[O:9]. (9) The product is: [ClH:15].[Cl:15][CH2:2][C:3]1[N:4]([CH2:8][C:9]([F:12])([F:11])[F:10])[CH:5]=[CH:6][N:7]=1. Given the reactants O[CH2:2][C:3]1[N:4]([CH2:8][C:9]([F:12])([F:11])[F:10])[CH:5]=[CH:6][N:7]=1.S(Cl)([Cl:15])=O, predict the reaction product.